This data is from Tyrosyl-DNA phosphodiesterase HTS with 341,365 compounds. The task is: Binary Classification. Given a drug SMILES string, predict its activity (active/inactive) in a high-throughput screening assay against a specified biological target. (1) The drug is S(c1nc2n(ccc(c2)C)c(=O)n1)CC(OCC)=O. The result is 0 (inactive). (2) The compound is Clc1ccc(S(=O)(=O)c2nnn3c4c(scc4)c(NC4CCCCC4)nc23)cc1. The result is 0 (inactive).